Task: Predict the reaction yield, written as a fraction of the theoretical maximum amount of product (1.0 means a 100% yield; for example, 0.34 means a 34% yield).. Dataset: Reaction yield outcomes from USPTO patents with 853,638 reactions (1) The catalyst is C(Cl)Cl. The product is [CH3:27][C:28]1[CH:29]=[C:30]([CH:38]=[C:39]([CH3:41])[CH:40]=1)[O:31][CH2:32][C:33]([OH:35])=[O:34]. The yield is 0.400. The reactants are C1C=CC(P(C2C=CC=CC=2)C2C=CC=CC=2)=CC=1.N1C=CN=C1.BrBr.[CH3:27][C:28]1[CH:29]=[C:30]([CH:38]=[C:39]([CH3:41])[CH:40]=1)[O:31][CH2:32][C:33]([O:35]CC)=[O:34]. (2) The reactants are [Cl:1][C:2]1[C:3]([O:12][C:13]2[CH:18]=[C:17]([O:19][CH:20]([CH3:22])[CH3:21])[CH:16]=[CH:15][C:14]=2[CH2:23][CH2:24][C:25]([OH:27])=O)=[N:4][CH:5]=[C:6]([C:8]([F:11])([F:10])[F:9])[CH:7]=1.[CH2:28]([S:33]([NH2:36])(=[O:35])=[O:34])[CH2:29][CH2:30][CH2:31][CH3:32].N12CCCN=C1CCCCC2. The catalyst is O1CCCC1. The product is [Cl:1][C:2]1[C:3]([O:12][C:13]2[CH:18]=[C:17]([O:19][CH:20]([CH3:21])[CH3:22])[CH:16]=[CH:15][C:14]=2[CH2:23][CH2:24][C:25]([NH:36][S:33]([CH2:28][CH2:29][CH2:30][CH2:31][CH3:32])(=[O:35])=[O:34])=[O:27])=[N:4][CH:5]=[C:6]([C:8]([F:9])([F:11])[F:10])[CH:7]=1. The yield is 0.500. (3) The reactants are [CH3:1][O:2][CH2:3][O:4][C:5]1[CH:10]=[CH:9][C:8]([N:11]2[CH2:16][CH2:15][N:14]([C:17]3[CH:22]=[CH:21][C:20]([N:23]4[C:27](=[O:28])[NH:26][N:25]=[CH:24]4)=[CH:19][CH:18]=3)[CH2:13][CH2:12]2)=[CH:7][CH:6]=1.C[C:30]1[CH:35]=[CH:34][C:33](S(OCCC#CCC)(=O)=O)=[CH:32][CH:31]=1.C([O-])([O-])=O.[K+].[K+].C1OCCOCCOCCOCCOCCOC1. No catalyst specified. The product is [CH2:34]([N:26]1[C:27](=[O:28])[N:23]([C:20]2[CH:21]=[CH:22][C:17]([N:14]3[CH2:13][CH2:12][N:11]([C:8]4[CH:9]=[CH:10][C:5]([O:4][CH2:3][O:2][CH3:1])=[CH:6][CH:7]=4)[CH2:16][CH2:15]3)=[CH:18][CH:19]=2)[CH:24]=[N:25]1)[CH2:35][C:30]#[C:31][CH2:32][CH3:33]. The yield is 0.600. (4) The yield is 0.840. No catalyst specified. The product is [CH:26]1([NH:29][C:3](=[O:2])[C:4]2[CH:9]=[CH:8][C:7]([NH:10][CH2:11][C:12]3[C:13]([C:18]4[CH:23]=[CH:22][CH:21]=[C:20]([F:24])[CH:19]=4)=[N:14][O:15][C:16]=3[CH3:17])=[N:6][CH:5]=2)[CH2:28][CH2:27]1. The reactants are C[O:2][C:3](=O)[C:4]1[CH:9]=[CH:8][C:7]([NH:10][CH2:11][C:12]2[C:13]([C:18]3[CH:23]=[CH:22][CH:21]=[C:20]([F:24])[CH:19]=3)=[N:14][O:15][C:16]=2[CH3:17])=[N:6][CH:5]=1.[CH:26]1([NH2:29])[CH2:28][CH2:27]1. (5) The reactants are Br.[CH2:2]([C:4]1[N:5]=[C:6]([C@@H:9]([NH2:20])[CH2:10][C:11]2[CH:16]=[CH:15][C:14]([N+:17]([O-:19])=[O:18])=[CH:13][CH:12]=2)[S:7][CH:8]=1)[CH3:3].CCN(CC)CC.[CH2:28]([N:35]=[C:36]=[O:37])[C:29]1[CH:34]=[CH:33][CH:32]=[CH:31][CH:30]=1. The catalyst is C(Cl)Cl. The product is [CH2:28]([NH:35][C:36]([NH:20][C@H:9]([C:6]1[S:7][CH:8]=[C:4]([CH2:2][CH3:3])[N:5]=1)[CH2:10][C:11]1[CH:16]=[CH:15][C:14]([N+:17]([O-:19])=[O:18])=[CH:13][CH:12]=1)=[O:37])[C:29]1[CH:34]=[CH:33][CH:32]=[CH:31][CH:30]=1. The yield is 0.960. (6) The yield is 0.910. No catalyst specified. The reactants are [NH2:1][C:2]1[CH:7]=[CH:6][C:5]([N+:8]([O-:10])=[O:9])=[CH:4][C:3]=1[OH:11].C([O-])(O)=O.[Na+].Cl[CH2:18][C:19](Cl)=[O:20]. The product is [N+:8]([C:5]1[CH:6]=[CH:7][C:2]2[NH:1][C:19](=[O:20])[CH2:18][O:11][C:3]=2[CH:4]=1)([O-:10])=[O:9].